The task is: Predict the reaction yield, written as a fraction of the theoretical maximum amount of product (1.0 means a 100% yield; for example, 0.34 means a 34% yield).. This data is from Reaction yield outcomes from USPTO patents with 853,638 reactions. (1) The reactants are [CH3:1][O:2][C:3]([C:5]1[S:6][C:7]([C:23]2[CH:28]=[CH:27][CH:26]=[CH:25][CH:24]=2)=[CH:8][C:9]=1[NH:10][S:11]([C:14]1[CH:19]=[C:18]([CH3:20])[C:17]([Cl:21])=[CH:16][C:15]=1[CH3:22])(=[O:13])=[O:12])=[O:4].[I:29][C:30]1[CH:31]=[C:32]([CH:35]=[CH:36][CH:37]=1)[CH2:33]Br.C(=O)([O-])[O-].[Cs+].[Cs+]. The catalyst is CN(C=O)C. The product is [CH3:1][O:2][C:3]([C:5]1[S:6][C:7]([C:23]2[CH:28]=[CH:27][CH:26]=[CH:25][CH:24]=2)=[CH:8][C:9]=1[N:10]([S:11]([C:14]1[CH:19]=[C:18]([CH3:20])[C:17]([Cl:21])=[CH:16][C:15]=1[CH3:22])(=[O:13])=[O:12])[CH2:33][C:32]1[CH:35]=[CH:36][CH:37]=[C:30]([I:29])[CH:31]=1)=[O:4]. The yield is 0.870. (2) The reactants are [CH3:1][O:2][C:3]1[CH:11]=[CH:10][CH:9]=[CH:8][C:4]=1[C:5]([OH:7])=O.[F:12][C:13]1[CH:18]=[CH:17][C:16]([NH:19][C:20]([C:22]2[C:26]([NH2:27])=[CH:25][NH:24][N:23]=2)=[O:21])=[CH:15][CH:14]=1.C(Cl)CCl.C1C=CC2N(O)N=NC=2C=1. The catalyst is CN(C=O)C. The product is [F:12][C:13]1[CH:14]=[CH:15][C:16]([NH:19][C:20]([C:22]2[C:26]([NH:27][C:5](=[O:7])[C:4]3[CH:8]=[CH:9][CH:10]=[CH:11][C:3]=3[O:2][CH3:1])=[CH:25][NH:24][N:23]=2)=[O:21])=[CH:17][CH:18]=1. The yield is 0.150. (3) The reactants are Br[C:2]1[CH:23]=[CH:22][C:5]2[C:6]3[N:7]([CH:11]=[C:12]([C:14]4[N:18]([CH:19]([CH3:21])[CH3:20])[N:17]=[CH:16][N:15]=4)[N:13]=3)[CH2:8][CH2:9][O:10][C:4]=2[CH:3]=1.[C:24]([O:29][CH3:30])(=[O:28])[C:25]([CH3:27])=[CH2:26].C(N(CC)CC)C.C1(C)C=CC=CC=1P(C1C=CC=CC=1C)C1C=CC=CC=1C. The catalyst is CN(C=O)C.C([O-])(=O)C.[Pd+2].C([O-])(=O)C. The product is [CH3:30][O:29][C:24](=[O:28])/[C:25](/[CH3:27])=[CH:26]/[C:2]1[CH:23]=[CH:22][C:5]2[C:6]3[N:7]([CH2:8][CH2:9][O:10][C:4]=2[CH:3]=1)[CH:11]=[C:12]([C:14]1[N:18]([CH:19]([CH3:21])[CH3:20])[N:17]=[CH:16][N:15]=1)[N:13]=3. The yield is 0.570. (4) The reactants are [CH3:1][CH2:2][CH2:3][CH2:4][CH2:5][CH3:6].[CH2:7]([Li])[CH2:8][CH2:9][CH3:10].[C:12](=[O:14])=[O:13].S([O-])(O)(=O)=O.[K+].[O:21]1[CH2:25][CH2:24][CH2:23]C1. No catalyst specified. The product is [CH2:25]([O:21][C:3]1[CH:2]=[C:1]([O:21][CH2:25][CH:24]=[CH2:23])[C:6]([CH2:7][C:8]#[C:9][CH3:10])=[CH:5][C:4]=1[C:12]([OH:14])=[O:13])[CH:24]=[CH2:23]. The yield is 0.620. (5) The catalyst is CN(C=O)C.O.C(#N)C. The yield is 0.730. The reactants are [NH2:1][CH2:2][CH2:3][C:4]1[N:8]2[C:9](=[O:22])[C:10]3[NH:11][C:12]([Br:21])=[N:13][C:14]=3[N:15]([CH2:16][CH2:17][CH2:18][CH2:19][CH3:20])[C:7]2=[N:6][N:5]=1.[CH3:23][O:24][C:25]1[CH:33]=[CH:32][C:28]([C:29](O)=[O:30])=[CH:27][CH:26]=1.F[P-](F)(F)(F)(F)F.N1(O[P+](N(C)C)(N(C)C)N(C)C)C2C=CC=CC=2N=N1.C(N(CC)CC)C. The product is [Br:21][C:12]1[NH:11][C:10]2[C:9](=[O:22])[N:8]3[C:4]([CH2:3][CH2:2][NH:1][C:29](=[O:30])[C:28]4[CH:32]=[CH:33][C:25]([O:24][CH3:23])=[CH:26][CH:27]=4)=[N:5][N:6]=[C:7]3[N:15]([CH2:16][CH2:17][CH2:18][CH2:19][CH3:20])[C:14]=2[N:13]=1.